This data is from hERG Central: cardiac toxicity at 1µM, 10µM, and general inhibition. The task is: Predict hERG channel inhibition at various concentrations. (1) The molecule is COC(=O)c1c(NC(=O)c2ccco2)sc2c1CCN(C(C)C)C2.Cl. Results: hERG_inhib (hERG inhibition (general)): blocker. (2) The drug is Cc1ccc(N(CC(O)CN2CCCC2)S(=O)(=O)c2ccc(C)cc2)cc1.Cl. Results: hERG_inhib (hERG inhibition (general)): blocker. (3) The drug is CCOc1ccc(CN2CCN(Cc3cc4c(cc3Cl)OCO4)CC2CCO)cc1. Results: hERG_inhib (hERG inhibition (general)): blocker.